Dataset: Reaction yield outcomes from USPTO patents with 853,638 reactions. Task: Predict the reaction yield, written as a fraction of the theoretical maximum amount of product (1.0 means a 100% yield; for example, 0.34 means a 34% yield). (1) The reactants are [O:1]=[CH:2][C:3]1[CH:12]=[CH:11][C:9]([OH:10])=[C:5]([O:6][CH2:7][CH3:8])[CH:4]=1.[I-:13].[Na+].ClN1C(=O)CCC1=O.O. The catalyst is C(O)(=O)C.CN(C)C(=O)C. The product is [CH2:7]([O:6][C:5]1[CH:4]=[C:3]([CH:12]=[C:11]([I:13])[C:9]=1[OH:10])[CH:2]=[O:1])[CH3:8]. The yield is 0.940. (2) The reactants are [Cl:1][C:2]1[CH:10]=[CH:9][C:8]([C:11]2[CH:12]=[CH:13][C:14]3[O:18][C:17]([C:19]4[CH:24]=[CH:23][C:22]([F:25])=[CH:21][CH:20]=4)=[C:16]([C:26](=[O:29])[NH:27][CH3:28])[C:15]=3[CH:30]=2)=[CH:7][C:3]=1[C:4]([OH:6])=O.[CH3:31][CH:32]([CH3:35])[CH2:33][NH2:34].C(N(C(C)C)C(C)C)C.CN(C(ON1N=NC2C=CC=NC1=2)=[N+](C)C)C.F[P-](F)(F)(F)(F)F. The catalyst is ClCCl.C(#N)C.CN(C=O)C. The product is [Cl:1][C:2]1[CH:10]=[CH:9][C:8]([C:11]2[CH:12]=[CH:13][C:14]3[O:18][C:17]([C:19]4[CH:20]=[CH:21][C:22]([F:25])=[CH:23][CH:24]=4)=[C:16]([C:26]([NH:27][CH3:28])=[O:29])[C:15]=3[CH:30]=2)=[CH:7][C:3]=1[C:4](=[O:6])[NH:34][CH2:33][CH:32]([CH3:35])[CH3:31]. The yield is 0.480.